This data is from Reaction yield outcomes from USPTO patents with 853,638 reactions. The task is: Predict the reaction yield, written as a fraction of the theoretical maximum amount of product (1.0 means a 100% yield; for example, 0.34 means a 34% yield). (1) The reactants are [C:1]([C:4]1[CH:5]=[C:6](B(O)O)[CH:7]=[CH:8][CH:9]=1)(=[O:3])[CH3:2].[F-].[K+].[CH3:15][O:16][C:17](=[O:25])[C:18]1[CH:23]=[CH:22][C:21](Cl)=[CH:20][CH:19]=1. The catalyst is C([O-])(=O)C.[Pd+2].C([O-])(=O)C.C(P(C(C)(C)C)C1C=CC=CC=1C1C=CC=CC=1)(C)(C)C. The product is [C:17]([C:18]1[CH:23]=[CH:22][C:21]([C:6]2[CH:7]=[CH:8][CH:9]=[C:4]([C:1](=[O:3])[CH3:2])[CH:5]=2)=[CH:20][CH:19]=1)([O:16][CH3:15])=[O:25]. The yield is 0.900. (2) The reactants are [F:1][C:2]1[CH:7]=[CH:6][CH:5]=[C:4]([F:8])[C:3]=1[N:9]1[C:14]2[N:15]=[C:16]([NH:36][CH2:37][CH2:38][N:39](C)[C:40](=O)OC(C)(C)C)[N:17]=[C:18]([C:19]3[CH:24]=[C:23]([C:25]([NH:27][C:28]4[CH:33]=[CH:32][C:31]([F:34])=[CH:30][CH:29]=4)=[O:26])[CH:22]=[CH:21][C:20]=3[CH3:35])[C:13]=2[CH2:12][NH:11][C:10]1=[O:48].C(O)(C(F)(F)F)=O. The catalyst is C(Cl)Cl. The product is [F:8][C:4]1[CH:5]=[CH:6][CH:7]=[C:2]([F:1])[C:3]=1[N:9]1[C:14]2[N:15]=[C:16]([NH:36][CH2:37][CH2:38][NH:39][CH3:40])[N:17]=[C:18]([C:19]3[CH:24]=[C:23]([CH:22]=[CH:21][C:20]=3[CH3:35])[C:25]([NH:27][C:28]3[CH:29]=[CH:30][C:31]([F:34])=[CH:32][CH:33]=3)=[O:26])[C:13]=2[CH2:12][NH:11][C:10]1=[O:48]. The yield is 0.650. (3) The reactants are [CH3:1][NH2:2].[N+:3]([C:6]1[CH:7]=[C:8]([CH2:12][S:13](Cl)(=[O:15])=[O:14])[CH:9]=[CH:10][CH:11]=1)([O-:5])=[O:4]. The catalyst is C1C=CC=CC=1. The product is [N+:3]([C:6]1[CH:7]=[C:8]([CH2:12][S:13]([NH:2][CH3:1])(=[O:15])=[O:14])[CH:9]=[CH:10][CH:11]=1)([O-:5])=[O:4]. The yield is 0.870. (4) No catalyst specified. The yield is 0.320. The product is [CH3:1][N:2]([CH3:32])[C:3]([C:5]1[N:26]([CH:27]2[CH2:31][CH2:30][CH2:29][CH2:28]2)[C:8]2[N:9]=[C:10]([NH:13][C:14]3[CH:19]=[CH:18][C:17]([N:20]4[CH2:21][CH2:22][N:23]([CH2:34][CH2:35][OH:36])[CH2:24][CH2:25]4)=[CH:16][N:15]=3)[N:11]=[CH:12][C:7]=2[CH:6]=1)=[O:4]. The reactants are [CH3:1][N:2]([CH3:32])[C:3]([C:5]1[N:26]([CH:27]2[CH2:31][CH2:30][CH2:29][CH2:28]2)[C:8]2[N:9]=[C:10]([NH:13][C:14]3[CH:19]=[CH:18][C:17]([N:20]4[CH2:25][CH2:24][NH:23][CH2:22][CH2:21]4)=[CH:16][N:15]=3)[N:11]=[CH:12][C:7]=2[CH:6]=1)=[O:4].Br[CH2:34][CH2:35][OH:36]. (5) The reactants are [C:1]([C:3]1[CH:11]=[CH:10][CH:9]=[C:8]2[C:4]=1[CH2:5][N:6]([CH:13]([CH2:21][CH2:22][C:23](=[O:25])[NH2:24])[C:14]([O:16]C(C)(C)C)=[O:15])[C:7]2=[O:12])#[N:2].FC(F)(F)C(O)=O. No catalyst specified. The product is [C:1]([C:3]1[CH:11]=[CH:10][CH:9]=[C:8]2[C:4]=1[CH2:5][N:6]([CH:13]([CH2:21][CH2:22][C:23](=[O:25])[NH2:24])[C:14]([OH:16])=[O:15])[C:7]2=[O:12])#[N:2]. The yield is 0.890. (6) The reactants are Cl.[Cl:2][C:3]1[CH:8]=[CH:7][C:6](/[C:9](/[NH2:16])=[CH:10]/[C:11]2[S:12][CH:13]=[CH:14][N:15]=2)=[CH:5][CH:4]=1.CC1C(Br)=C(O)C(Br)=CC=1C1(C2C=C(Br)C(O)=C(Br)C=2C)OS(=O)(=O)C2C=CC=CC1=2.C([BH3-])#N.[Na+]. The catalyst is CO. The product is [Cl:2][C:3]1[CH:8]=[CH:7][C:6]([CH:9]([NH2:16])[CH2:10][C:11]2[S:12][CH:13]=[CH:14][N:15]=2)=[CH:5][CH:4]=1. The yield is 0.900. (7) The reactants are Br[C:2]1[CH:7]=[CH:6][CH:5]=[C:4]([Br:8])[C:3]=1[CH3:9].[C:10]1([CH3:22])[CH:15]=[CH:14][CH:13]=[C:12]([N:16]2[CH2:20][CH2:19][NH:18][C:17]2=[O:21])[CH:11]=1.N[C@@H]1CCCC[C@H]1N. The catalyst is O1CCOCC1.[Cu]I. The product is [Br:8][C:4]1[C:3]([CH3:9])=[C:2]([N:18]2[CH2:19][CH2:20][N:16]([C:12]3[CH:11]=[C:10]([CH3:22])[CH:15]=[CH:14][CH:13]=3)[C:17]2=[O:21])[CH:7]=[CH:6][CH:5]=1. The yield is 0.700. (8) The reactants are [OH-:1].[Na+:2].C([OH:5])C.[CH:6]1[N:10]=[CH:9][N:8]([CH2:11][C:12]([P:18]([OH:21])([OH:20])=[O:19])([P:14]([OH:17])([OH:16])=[O:15])[OH:13])[CH:7]=1. The catalyst is O. The product is [CH:6]1[N:10]=[CH:9][N:8]([CH2:11][C:12]([P:14]([O-:17])([OH:16])=[O:15])([P:18]([O-:20])([OH:21])=[O:19])[OH:13])[CH:7]=1.[OH2:5].[OH2:1].[OH2:5].[OH2:5].[Na+:2].[Na+:2]. The yield is 0.840. (9) The reactants are [OH:1][C:2]1[C:9](O)=[CH:8][CH:7]=[CH:6][C:3]=1[CH:4]=[O:5].[H-].[Na+].[Cl:13][C:14]1[CH:21]=[CH:20][C:17]([CH2:18]Br)=[CH:16][CH:15]=1.CN(C)[CH:24]=[O:25]. The catalyst is O1CCCC1. The product is [Cl:13][C:14]1[CH:21]=[CH:20][C:17]([CH2:18][O:1][C:2]2[C:9]([O:25][CH2:24][C:17]3[CH:20]=[CH:21][C:14]([Cl:13])=[CH:15][CH:16]=3)=[CH:8][CH:7]=[CH:6][C:3]=2[CH:4]=[O:5])=[CH:16][CH:15]=1. The yield is 0.460.